This data is from Full USPTO retrosynthesis dataset with 1.9M reactions from patents (1976-2016). The task is: Predict the reactants needed to synthesize the given product. (1) Given the product [OH:9][CH2:8][C:2]1([CH3:1])[NH:3][CH2:4][CH2:5][N:6]([C:10]([O:12][CH2:13][C:14]2[CH:19]=[CH:18][CH:17]=[CH:16][CH:15]=2)=[O:11])[CH2:7]1, predict the reactants needed to synthesize it. The reactants are: [CH3:1][C:2]1([CH2:8][OH:9])[CH2:7][NH:6][CH2:5][CH2:4][NH:3]1.[C:10](ON1C(=O)CCC1=O)([O:12][CH2:13][C:14]1[CH:19]=[CH:18][CH:17]=[CH:16][CH:15]=1)=[O:11].O.[OH-].[Na+]. (2) Given the product [O:20]1[CH2:21][CH2:22][CH2:23][CH2:24][CH:19]1[N:15]1[C:16]2[C:12](=[CH:11][C:10]([Sn:2]([CH3:8])([CH3:7])[CH3:1])=[CH:18][CH:17]=2)[C:13]([C:25]2[N:30]=[C:29]([O:31][C@H:32]3[CH2:39][N:38]([C:40]([O:42][C:43]([CH3:45])([CH3:44])[CH3:46])=[O:41])[CH2:37][CH2:36][C:33]43[CH2:35][CH2:34]4)[CH:28]=[N:27][CH:26]=2)=[N:14]1, predict the reactants needed to synthesize it. The reactants are: [CH3:1][Sn:2]([CH3:8])([CH3:7])[Sn:2]([CH3:8])([CH3:7])[CH3:1].Br[C:10]1[CH:11]=[C:12]2[C:16](=[CH:17][CH:18]=1)[N:15]([CH:19]1[CH2:24][CH2:23][CH2:22][CH2:21][O:20]1)[N:14]=[C:13]2[C:25]1[N:30]=[C:29]([O:31][C@H:32]2[CH2:39][N:38]([C:40]([O:42][C:43]([CH3:46])([CH3:45])[CH3:44])=[O:41])[CH2:37][CH2:36][C:33]32[CH2:35][CH2:34]3)[CH:28]=[N:27][CH:26]=1. (3) The reactants are: C1CN([P+](Br)(N2CCCC2)N2CCCC2)CC1.F[P-](F)(F)(F)(F)F.C([NH:32][C@@H:33]([C:42]([OH:44])=O)[CH2:34][C:35]1[CH:40]=[CH:39][C:38]([Cl:41])=[CH:37][CH:36]=1)(OC(C)(C)C)=O.[N:45]1([C:51]2[CH:56]=[CH:55][N:54]=[C:53]3[NH:57][CH:58]=[CH:59][C:52]=23)[CH2:50][CH2:49][NH:48][CH2:47][CH2:46]1.CCN(C(C)C)C(C)C. Given the product [ClH:41].[ClH:41].[NH2:32][C@H:33]([CH2:34][C:35]1[CH:36]=[CH:37][C:38]([Cl:41])=[CH:39][CH:40]=1)[C:42]([N:48]1[CH2:49][CH2:50][N:45]([C:51]2[CH:56]=[CH:55][N:54]=[C:53]3[NH:57][CH:58]=[CH:59][C:52]=23)[CH2:46][CH2:47]1)=[O:44], predict the reactants needed to synthesize it. (4) The reactants are: [CH3:1][C:2]1[CH:3]=[CH:4][CH:5]=[C:6]2[C:10]=1[N:9]([CH2:11][CH2:12][O:13][CH3:14])[CH:8]=[C:7]2[C:15]([OH:17])=O.Cl.[F:19][C:20]1[CH:33]=[C:32]([F:34])[C:31]([CH:35]2[CH2:40][CH2:39][NH:38][CH2:37][CH2:36]2)=[CH:30][C:21]=1[CH2:22][NH:23][C:24](=[O:29])[C:25]([F:28])([F:27])[F:26]. Given the product [F:19][C:20]1[CH:33]=[C:32]([F:34])[C:31]([CH:35]2[CH2:36][CH2:37][N:38]([C:15]([C:7]3[C:6]4[C:10](=[C:2]([CH3:1])[CH:3]=[CH:4][CH:5]=4)[N:9]([CH2:11][CH2:12][O:13][CH3:14])[CH:8]=3)=[O:17])[CH2:39][CH2:40]2)=[CH:30][C:21]=1[CH2:22][NH:23][C:24](=[O:29])[C:25]([F:28])([F:27])[F:26], predict the reactants needed to synthesize it. (5) The reactants are: C([O:3][C:4]([C:6]1[NH:7][C:8]2[C:13]([CH:14]=1)=[C:12]([O:15][C:16]1[CH:21]=[C:20]([F:22])[CH:19]=[C:18]([F:23])[CH:17]=1)[CH:11]=[CH:10][CH:9]=2)=[O:5])C.[Li+].[OH-]. Given the product [F:23][C:18]1[CH:17]=[C:16]([CH:21]=[C:20]([F:22])[CH:19]=1)[O:15][C:12]1[CH:11]=[CH:10][CH:9]=[C:8]2[C:13]=1[CH:14]=[C:6]([C:4]([OH:5])=[O:3])[NH:7]2, predict the reactants needed to synthesize it.